The task is: Regression. Given a peptide amino acid sequence and an MHC pseudo amino acid sequence, predict their binding affinity value. This is MHC class II binding data.. This data is from Peptide-MHC class II binding affinity with 134,281 pairs from IEDB. (1) The peptide sequence is KPEKEKASVPGGGDMGGMDF. The MHC is DRB1_0301 with pseudo-sequence DRB1_0301. The binding affinity (normalized) is 0. (2) The peptide sequence is EQKLIEKINAGFKAALAAAA. The MHC is DRB1_0401 with pseudo-sequence DRB1_0401. The binding affinity (normalized) is 0.458. (3) The peptide sequence is NHFFNHHKVMLLGHD. The MHC is HLA-DPA10201-DPB10501 with pseudo-sequence HLA-DPA10201-DPB10501. The binding affinity (normalized) is 0.404. (4) The binding affinity (normalized) is 0.395. The MHC is HLA-DQA10301-DQB10302 with pseudo-sequence HLA-DQA10301-DQB10302. The peptide sequence is CKKYFAATQFEPLAA. (5) The peptide sequence is FLQRSVSTVCSRISRHHHHHH. The MHC is DRB1_0801 with pseudo-sequence DRB1_0801. The binding affinity (normalized) is 0.401. (6) The peptide sequence is AAATAGTTVRGAFAA. The MHC is HLA-DQA10501-DQB10301 with pseudo-sequence HLA-DQA10501-DQB10301. The binding affinity (normalized) is 0.548. (7) The peptide sequence is DKCVTVMAPDKPSLD. The MHC is DRB1_0301 with pseudo-sequence DRB1_0301. The binding affinity (normalized) is 0.320. (8) The peptide sequence is VECETNITDIEKEPS. The MHC is DRB1_0101 with pseudo-sequence DRB1_0101. The binding affinity (normalized) is 0.